From a dataset of Forward reaction prediction with 1.9M reactions from USPTO patents (1976-2016). Predict the product of the given reaction. (1) Given the reactants [F:1][C:2]1[CH:7]=[CH:6][C:5]([N:8]2[C:17]3[C:12](=[CH:13][C:14]([F:31])=[C:15]([N:18]4[CH2:22][CH2:21][CH:20]([NH:23][C:24]([O:26][C:27]([CH3:30])([CH3:29])[CH3:28])=[O:25])[CH2:19]4)[CH:16]=3)[C:11](=[O:32])[N:10]([O:33]CC3C=CC=CC=3)[C:9]2=[O:41])=[CH:4][CH:3]=1, predict the reaction product. The product is: [F:1][C:2]1[CH:7]=[CH:6][C:5]([N:8]2[C:17]3[C:12](=[CH:13][C:14]([F:31])=[C:15]([N:18]4[CH2:22][CH2:21][CH:20]([NH:23][C:24]([O:26][C:27]([CH3:30])([CH3:29])[CH3:28])=[O:25])[CH2:19]4)[CH:16]=3)[C:11](=[O:32])[N:10]([OH:33])[C:9]2=[O:41])=[CH:4][CH:3]=1. (2) Given the reactants [CH2:1]([O:3][C:4]([C:6]1[C:7]([CH3:19])=[C:8]([C:12](OC(C)(C)C)=[O:13])[NH:9][C:10]=1[CH3:11])=[O:5])[CH3:2].C(OCC)(OCC)OCC, predict the reaction product. The product is: [CH2:1]([O:3][C:4]([C:6]1[C:7]([CH3:19])=[C:8]([CH:12]=[O:13])[NH:9][C:10]=1[CH3:11])=[O:5])[CH3:2]. (3) Given the reactants Br[C:2]1[N:3]=[C:4]2[C:10]([C:11]([C:13]3([CH3:19])[CH2:18][CH2:17][CH2:16][CH2:15][CH2:14]3)=[O:12])=[CH:9][NH:8][C:5]2=[N:6][CH:7]=1.[CH3:20][NH:21][C:22]1[CH:27]=[CH:26][C:25](B2OC(C)(C)C(C)(C)O2)=[CH:24][CH:23]=1, predict the reaction product. The product is: [CH3:20][NH:21][C:22]1[CH:27]=[CH:26][C:25]([C:2]2[N:3]=[C:4]3[C:10]([C:11]([C:13]4([CH3:19])[CH2:18][CH2:17][CH2:16][CH2:15][CH2:14]4)=[O:12])=[CH:9][NH:8][C:5]3=[N:6][CH:7]=2)=[CH:24][CH:23]=1.